From a dataset of Peptide-MHC class I binding affinity with 185,985 pairs from IEDB/IMGT. Regression. Given a peptide amino acid sequence and an MHC pseudo amino acid sequence, predict their binding affinity value. This is MHC class I binding data. (1) The peptide sequence is HLGGFVHAC. The MHC is HLA-B07:02 with pseudo-sequence HLA-B07:02. The binding affinity (normalized) is 0.0847. (2) The peptide sequence is TEAFEKMVSL. The MHC is HLA-B40:01 with pseudo-sequence HLA-B40:01. The binding affinity (normalized) is 0.884. (3) The MHC is Mamu-A02 with pseudo-sequence Mamu-A02. The peptide sequence is CSPRGPSCGS. The binding affinity (normalized) is 0.